This data is from Catalyst prediction with 721,799 reactions and 888 catalyst types from USPTO. The task is: Predict which catalyst facilitates the given reaction. (1) Reactant: C[O:2][C:3](=[O:32])/[C:4](/[O:30][CH3:31])=[CH:5]/[C:6]1[C:11]2[S:12][CH:13]=[CH:14][C:10]=2[C:9]([O:15][CH2:16][CH2:17][C:18]2[N:19]=[C:20]([C:24]3[CH:29]=[CH:28][CH:27]=[CH:26][CH:25]=3)[O:21][C:22]=2[CH3:23])=[CH:8][CH:7]=1.[OH-].[K+].Cl. Product: [CH3:31][O:30]/[C:4](=[CH:5]\[C:6]1[C:11]2[S:12][CH:13]=[CH:14][C:10]=2[C:9]([O:15][CH2:16][CH2:17][C:18]2[N:19]=[C:20]([C:24]3[CH:29]=[CH:28][CH:27]=[CH:26][CH:25]=3)[O:21][C:22]=2[CH3:23])=[CH:8][CH:7]=1)/[C:3]([OH:32])=[O:2]. The catalyst class is: 24. (2) Reactant: COC1C=CC(C[N:8]2[CH2:12][CH2:11][C:10]3([CH2:21][CH2:20][C:19]4[C:14](=[CH:15][CH:16]=[C:17]([C:22]([O:24][CH3:25])=[O:23])[CH:18]=4)[CH2:13]3)[C:9]2=[O:26])=CC=1. Product: [O:26]=[C:9]1[C:10]2([CH2:21][CH2:20][C:19]3[C:14](=[CH:15][CH:16]=[C:17]([C:22]([O:24][CH3:25])=[O:23])[CH:18]=3)[CH2:13]2)[CH2:11][CH2:12][NH:8]1. The catalyst class is: 144. (3) Reactant: Cl.[CH3:2][O:3][C:4]1[CH:9]=[CH:8][CH:7]=[CH:6][C:5]=1[C:10]1[C:18]2[C:13](=[N:14][CH:15]=[C:16]([C:19]3[CH:20]=[C:21]([CH:24]=[CH:25][CH:26]=3)[C:22]#[N:23])[CH:17]=2)[N:12](COCC[Si](C)(C)C)[N:11]=1.C[CH2:36][O:37]CC. Product: [CH3:2][O:3][C:4]1[CH:9]=[CH:8][CH:7]=[CH:6][C:5]=1[C:10]1[C:18]2[C:13](=[N:14][CH:15]=[C:16]([C:19]3[CH:20]=[C:21]([CH:24]=[CH:25][CH:26]=3)[C:22](=[NH:23])[O:37][CH3:36])[CH:17]=2)[NH:12][N:11]=1. The catalyst class is: 5. (4) Reactant: C[O:2][C:3]([C:5]1[O:9][CH:8]=[N:7][C:6]=1[N:10]1[C:14](=[O:15])[NH:13][C:12]([CH:16]([NH:30][C:31]2[CH:36]=[CH:35][C:34]([C:37]#[N:38])=[C:33]([CH2:39][NH:40]C(OC(C)(C)C)=O)[CH:32]=2)[C:17]2[CH:22]=[C:21]([O:23][CH3:24])[CH:20]=[C:19]([O:25][CH2:26][CH2:27][OH:28])[C:18]=2[F:29])=[N:11]1)=[O:4].CO.[OH-].[Na+]. Product: [F:29][C:18]1[C:19]([O:25][CH2:26][CH2:27][OH:28])=[CH:20][C:21]([O:23][CH3:24])=[CH:22][C:17]=1[CH:16]([NH:30][C:31]1[CH:32]=[C:33]2[C:34](=[CH:35][CH:36]=1)[C:37](=[NH:38])[NH:40][CH2:39]2)[C:12]1[NH:13][C:14](=[O:15])[N:10]([C:6]2[N:7]=[CH:8][O:9][C:5]=2[C:3]([OH:2])=[O:4])[N:11]=1. The catalyst class is: 15. (5) Reactant: Cl.F[C:3]1C=C(C=CC=1)CN1C=C(C2C3C(=NC=C(C4C=CC(C5CCNCC5)=CC=4)C=3)N(S(C3C=CC(C)=CC=3)(=O)=O)C=2)C=N1.[CH2:46]([N:54]1[CH:58]=[C:57]([C:59]2[C:67]3[C:62](=[N:63][CH:64]=[C:65]([C:68]4[CH:69]=[N:70][C:71]([N:74]5[CH2:79][CH2:78][NH:77][CH2:76][CH2:75]5)=[CH:72][CH:73]=4)[CH:66]=3)[N:61]([S:80]([C:83]3[CH:89]=[CH:88][C:86]([CH3:87])=[CH:85][CH:84]=3)(=[O:82])=[O:81])[CH:60]=2)[CH:56]=[N:55]1)[CH2:47][C:48]1[CH:53]=[CH:52][CH:51]=[CH:50][CH:49]=1.C=O.[BH-](OC(C)=O)(OC(C)=O)OC(C)=O.[Na+]. Product: [CH3:3][N:77]1[CH2:78][CH2:79][N:74]([C:71]2[N:70]=[CH:69][C:68]([C:65]3[CH:66]=[C:67]4[C:59]([C:57]5[CH:56]=[N:55][N:54]([CH2:46][CH2:47][C:48]6[CH:49]=[CH:50][CH:51]=[CH:52][CH:53]=6)[CH:58]=5)=[CH:60][N:61]([S:80]([C:83]5[CH:84]=[CH:85][C:86]([CH3:87])=[CH:88][CH:89]=5)(=[O:81])=[O:82])[C:62]4=[N:63][CH:64]=3)=[CH:73][CH:72]=2)[CH2:75][CH2:76]1. The catalyst class is: 68. (6) Product: [NH2:1][C:2]1[CH:10]=[CH:9][C:8]([C:12]#[N:13])=[CH:7][C:3]=1[C:4]([OH:6])=[O:5]. The catalyst class is: 179. Reactant: [NH2:1][C:2]1[CH:10]=[CH:9][C:8](Br)=[CH:7][C:3]=1[C:4]([OH:6])=[O:5].[C:12]([Cu])#[N:13].Cl.CCOCC.